Dataset: Retrosynthesis with 50K atom-mapped reactions and 10 reaction types from USPTO. Task: Predict the reactants needed to synthesize the given product. (1) Given the product O=C(OCc1ccccc1)c1cc(Cl)cc(OCCCO)c1, predict the reactants needed to synthesize it. The reactants are: O=C(OCc1ccccc1)c1cc(O)cc(Cl)c1.OCCCBr. (2) The reactants are: C(=C/c1nc2ccccc2n1-c1ccccn1)\c1ccccc1.Clc1ccncn1. Given the product C(=C/c1nc2ccccc2n1-c1ccncn1)\c1ccccc1, predict the reactants needed to synthesize it. (3) Given the product CS(=O)(=O)OCc1ccc2c(c1)CCc1c-2noc1C1CCC(c2ccc(Cl)cc2)CC1, predict the reactants needed to synthesize it. The reactants are: CS(=O)(=O)Cl.OCc1ccc2c(c1)CCc1c-2noc1C1CCC(c2ccc(Cl)cc2)CC1. (4) Given the product CNc1cccc(NC(=O)COC(C)=O)c1C#N, predict the reactants needed to synthesize it. The reactants are: CC(=O)OCC(=O)Cl.CNc1cccc(N)c1C#N. (5) Given the product COc1ccc(Br)c(CN(Cc2ccc(C(F)(F)F)cc2)C(=O)OC(C)(C)C)c1, predict the reactants needed to synthesize it. The reactants are: CC(C)(C)OC(=O)OC(=O)OC(C)(C)C.COc1ccc(Br)c(CNCc2ccc(C(F)(F)F)cc2)c1. (6) Given the product CN1C[C@@H]2C[C@@H]1N(c1ccc(C#Cc3ccc(-c4ccc(Cl)cc4)cn3)cn1)C2, predict the reactants needed to synthesize it. The reactants are: C#Cc1ccc(-c2ccc(Cl)cc2)cn1.CN1C[C@@H]2C[C@@H]1N(c1ccc(I)cn1)C2. (7) The reactants are: COC(=O)C(NC(=O)c1nc2c(C(F)(F)F)cc(-c3ccco3)cn2c1Cl)c1cccs1. Given the product O=C(NC(C(=O)O)c1cccs1)c1nc2c(C(F)(F)F)cc(-c3ccco3)cn2c1Cl, predict the reactants needed to synthesize it. (8) Given the product Nc1ccc2[nH]nc(-c3ncco3)c2c1, predict the reactants needed to synthesize it. The reactants are: O=[N+]([O-])c1ccc2[nH]nc(-c3ncco3)c2c1. (9) Given the product C#CCN(c1cnc(N(CC)CC)nc1N[C@@H](Cc1ccc(OC(=O)N2CCCC2)cc1)C(=O)OC(C)(C)C)S(C)(=O)=O, predict the reactants needed to synthesize it. The reactants are: C#CCCl.CCN(CC)c1ncc(NS(C)(=O)=O)c(N[C@@H](Cc2ccc(OC(=O)N3CCCC3)cc2)C(=O)OC(C)(C)C)n1. (10) The reactants are: NCc1ccccc1.O=[N+]([O-])c1cc2c(Cl)nc(-c3ccno3)nc2s1. Given the product O=[N+]([O-])c1cc2c(NCc3ccccc3)nc(-c3ccno3)nc2s1, predict the reactants needed to synthesize it.